From a dataset of Peptide-MHC class I binding affinity with 185,985 pairs from IEDB/IMGT. Regression. Given a peptide amino acid sequence and an MHC pseudo amino acid sequence, predict their binding affinity value. This is MHC class I binding data. The peptide sequence is KYLFSPNML. The MHC is HLA-B18:01 with pseudo-sequence HLA-B18:01. The binding affinity (normalized) is 0.0847.